Dataset: Full USPTO retrosynthesis dataset with 1.9M reactions from patents (1976-2016). Task: Predict the reactants needed to synthesize the given product. (1) Given the product [C:17]([CH2:18][C:19]([CH3:26])([CH3:25])[CH2:20][C:21]([O:23][CH3:24])=[O:22])#[N:16], predict the reactants needed to synthesize it. The reactants are: FC(F)(F)S(OS(C(F)(F)F)(=O)=O)(=O)=O.[NH2:16][C:17](=O)[CH2:18][C:19]([CH3:26])([CH3:25])[CH2:20][C:21]([O:23][CH3:24])=[O:22].C(N(CC)CC)C.O. (2) Given the product [CH2:1]([O:8][C:9]([NH:11][C@@H:12]([CH2:17][C:18]1[CH:19]=[CH:20][CH:21]=[CH:22][CH:23]=1)[C@@H:13]([OH:16])[CH2:14][Cl:15])=[O:10])[C:2]1[CH:3]=[CH:4][CH:5]=[CH:6][CH:7]=1, predict the reactants needed to synthesize it. The reactants are: [CH2:1]([O:8][C:9]([NH:11][C@@H:12]([CH2:17][C:18]1[CH:23]=[CH:22][CH:21]=[CH:20][CH:19]=1)[C:13](=[O:16])[CH2:14][Cl:15])=[O:10])[C:2]1[CH:7]=[CH:6][CH:5]=[CH:4][CH:3]=1.C(O)=O.C(N(CC)CC)C. (3) Given the product [CH3:36][NH:37][S:38](=[O:40])(=[O:39])[NH:1][C:2]1[CH:3]=[CH:4][C:5]([O:19][C:20]2[C:25]([F:26])=[CH:24][C:23]([F:27])=[CH:22][C:21]=2[F:28])=[C:6]([C:8]2[C:9]3[CH:18]=[CH:17][NH:16][C:10]=3[C:11](=[O:15])[N:12]([CH3:14])[CH:13]=2)[CH:7]=1, predict the reactants needed to synthesize it. The reactants are: [NH2:1][C:2]1[CH:3]=[CH:4][C:5]([O:19][C:20]2[C:25]([F:26])=[CH:24][C:23]([F:27])=[CH:22][C:21]=2[F:28])=[C:6]([C:8]2[C:9]3[CH:18]=[CH:17][NH:16][C:10]=3[C:11](=[O:15])[N:12]([CH3:14])[CH:13]=2)[CH:7]=1.C(N(CC)CC)C.[CH3:36][NH:37][S:38](Cl)(=[O:40])=[O:39].[OH-].[Na+].[Cl-].[NH4+]. (4) Given the product [CH3:1][N+:2]1([CH2:7][C:8]2[CH2:29][S:28][C@@H:11]3[C@H:12]([NH:15][C:16](/[C:18](/[C:22]4[N:26]=[C:25]([NH2:27])[S:24][CH:23]=4)=[N:19]\[O:20][CH3:21])=[O:17])[C:13](=[O:14])[N:10]3[C:9]=2[C:30]([OH:32])=[O:31])[CH2:3][CH2:4][CH2:5][CH2:6]1.[OH2:49].[ClH:34].[Cl-:34].[ClH:34], predict the reactants needed to synthesize it. The reactants are: [CH3:1][N+:2]1([CH2:7][C:8]2[CH2:29][S:28][C@@H:11]3[C@H:12]([NH:15][C:16](/[C:18](/[C:22]4[N:26]=[C:25]([NH2:27])[S:24][CH:23]=4)=[N:19]\[O:20][CH3:21])=[O:17])[C:13](=[O:14])[N:10]3[C:9]=2[C:30]([OH:32])=[O:31])[CH2:6][CH2:5][CH2:4][CH2:3]1.O.[ClH:34].[Cl-].C[N+]1(CC2CS[C@@H]3[C@H](NC(/C(/C4N=C(N)SC=4)=N\OC)=O)C(=[O:49])N3C=2C([O-])=O)CCCC1.OS(O)(=O)=O. (5) Given the product [CH2:21]([N:23]([CH2:24][CH3:25])[CH2:19][CH:16]1[CH2:17][CH2:18][N:13]([C:10]2[CH:11]=[CH:12][C:7]([CH2:6][N:1]3[CH2:5][CH2:4][CH2:3][CH2:2]3)=[CH:8][CH:9]=2)[CH2:14][CH2:15]1)[CH3:22], predict the reactants needed to synthesize it. The reactants are: [N:1]1([CH2:6][C:7]2[CH:12]=[CH:11][C:10]([N:13]3[CH2:18][CH2:17][CH:16]([CH:19]=O)[CH2:15][CH2:14]3)=[CH:9][CH:8]=2)[CH2:5][CH2:4][CH2:3][CH2:2]1.[CH2:21]([NH:23][CH2:24][CH3:25])[CH3:22]. (6) Given the product [CH3:25][O:26][C:27]1[N:8]=[CH:7][C:6]([C:5]2[C:14]3[C:9](=[CH:10][CH:11]=[C:12]([CH:15]=[O:16])[CH:13]=3)[N:8]=[CH:7][CH:6]=2)=[CH:5][CH:28]=1, predict the reactants needed to synthesize it. The reactants are: B(O)O.I[C:5]1[C:14]2[C:9](=[CH:10][CH:11]=[C:12]([CH:15]=[O:16])[CH:13]=2)[N:8]=[CH:7][CH:6]=1.C([O-])([O-])=O.[K+].[K+].O1[CH2:28][CH2:27][O:26][CH2:25]C1. (7) Given the product [CH3:32][CH:33]([CH2:41][CH2:43][CH2:44][C@H:45]([C@@H:16]1[C@:18]2([CH3:23])[C@H:13]([C@H:12]3[C@H:21]([CH2:20][CH2:19]2)[C@:2]2([CH3:1])[C:3]([CH2:4][C@H:5]([CH2:6][CH2:7]2)[OH:8])=[CH:10][CH2:11]3)[CH2:14][CH2:15]1)[CH3:46])[CH3:34], predict the reactants needed to synthesize it. The reactants are: [CH3:1][C:2]1[CH:7]=[CH:6][C:5]([OH:8])=[C:4](O)[C:3]=1[CH2:10][CH2:11][C@@H:12]1[C:21](=O)[CH2:20][CH2:19][C@@:18]2([CH3:23])[C@H:13]1[CH2:14][CH2:15][C:16]2=O.C1(C(=CC=CC=1)O)O.[CH3:32]/[C:33](/[C:41]([CH2:43][CH2:44][CH:45]1C(=O)CC[C@@]2(C)[C@H:46]1CCC2=O)=O)=[CH:34]\C=C(/[O-])\C(O)=O.